This data is from Peptide-MHC class I binding affinity with 185,985 pairs from IEDB/IMGT. The task is: Regression. Given a peptide amino acid sequence and an MHC pseudo amino acid sequence, predict their binding affinity value. This is MHC class I binding data. (1) The peptide sequence is AELYRLELGDY. The MHC is Mamu-B17 with pseudo-sequence Mamu-B17. The binding affinity (normalized) is 0. (2) The peptide sequence is YLVTRHADV. The MHC is HLA-A02:03 with pseudo-sequence HLA-A02:03. The binding affinity (normalized) is 0.882. (3) The MHC is H-2-Db with pseudo-sequence H-2-Db. The peptide sequence is QLLPFMSDMS. The binding affinity (normalized) is 0.182.